Dataset: Forward reaction prediction with 1.9M reactions from USPTO patents (1976-2016). Task: Predict the product of the given reaction. The product is: [Cl:1][C:2]1[CH:7]=[CH:6][C:5]([NH:22][C:21]2[CH:4]=[CH:3][C:2]([Cl:13])=[CH:7][CH:20]=2)=[CH:4][CH:3]=1. Given the reactants [Cl:1][C:2]1[CH:7]=[CH:6][C:5](B(O)O)=[CH:4][CH:3]=1.NO.[ClH:13].C([O-])([O-])=O.[K+].[K+].[CH3:20][C:21]#[N:22], predict the reaction product.